From a dataset of TCR-epitope binding with 47,182 pairs between 192 epitopes and 23,139 TCRs. Binary Classification. Given a T-cell receptor sequence (or CDR3 region) and an epitope sequence, predict whether binding occurs between them. (1) The epitope is RLFRKSNLK. The TCR CDR3 sequence is CASNLAPDVDTQYF. Result: 0 (the TCR does not bind to the epitope). (2) The epitope is SLYNTVATL. The TCR CDR3 sequence is CASSASTGGGYTF. Result: 1 (the TCR binds to the epitope).